Dataset: CYP2C9 inhibition data for predicting drug metabolism from PubChem BioAssay. Task: Regression/Classification. Given a drug SMILES string, predict its absorption, distribution, metabolism, or excretion properties. Task type varies by dataset: regression for continuous measurements (e.g., permeability, clearance, half-life) or binary classification for categorical outcomes (e.g., BBB penetration, CYP inhibition). Dataset: cyp2c9_veith. The drug is CC(C)N=C(Nc1ccc(Cl)cc1)c1cccnc1. The result is 0 (non-inhibitor).